This data is from Full USPTO retrosynthesis dataset with 1.9M reactions from patents (1976-2016). The task is: Predict the reactants needed to synthesize the given product. (1) Given the product [F:30][C:31]([F:40])([F:41])[C:32]1[CH:39]=[CH:38][C:35]([CH2:36][N:3]2[CH:4]([C:8]([NH:10][C:11]3([C:14]4[CH:15]=[CH:16][C:17]([C:18]([O:20][CH3:21])=[O:19])=[CH:22][CH:23]=4)[CH2:12][CH2:13]3)=[O:9])[CH2:5][CH:6]3[CH:1]([CH2:7]3)[CH2:2]2)=[CH:34][CH:33]=1, predict the reactants needed to synthesize it. The reactants are: [CH:1]12[CH2:7][CH:6]1[CH2:5][CH:4]([C:8]([NH:10][C:11]1([C:14]3[CH:23]=[CH:22][C:17]([C:18]([O:20][CH3:21])=[O:19])=[CH:16][CH:15]=3)[CH2:13][CH2:12]1)=[O:9])[NH:3][CH2:2]2.C([O-])([O-])=O.[Cs+].[Cs+].[F:30][C:31]([F:41])([F:40])[C:32]1[CH:39]=[CH:38][C:35]([CH2:36]Br)=[CH:34][CH:33]=1. (2) Given the product [Cl:21][C:15]1[CH:16]=[C:17]([F:20])[CH:18]=[CH:19][C:14]=1[C:11]1[NH:10][C:9]2[C:8]([OH:22])=[CH:7][CH:6]=[C:5]([C:3]([OH:4])=[O:2])[C:13]=2[N:12]=1, predict the reactants needed to synthesize it. The reactants are: C[O:2][C:3]([C:5]1[C:13]2[N:12]=[C:11]([C:14]3[CH:19]=[CH:18][C:17]([F:20])=[CH:16][C:15]=3[Cl:21])[NH:10][C:9]=2[C:8]([OH:22])=[CH:7][CH:6]=1)=[O:4].O[Li].O. (3) Given the product [CH:20]1([CH2:14][O:13][C:4]2[CH:5]=[C:6]([CH:11]=[CH:12][C:3]=2[CH:1]=[O:2])[C:7]([O:9][CH3:10])=[O:8])[CH2:22][CH2:21]1, predict the reactants needed to synthesize it. The reactants are: [CH:1]([C:3]1[CH:12]=[CH:11][C:6]([C:7]([O:9][CH3:10])=[O:8])=[CH:5][C:4]=1[OH:13])=[O:2].[C:14](=O)([O-])[O-].[K+].[K+].[CH:20]1(Br)[CH2:22][CH2:21]1. (4) Given the product [NH2:29][C:25]1[C:24]([CH3:40])=[C:23]([C:7]2[C:8]3[C:16]4[C:11](=[CH:12][C:13]([N:17]5[CH2:18][CH2:19][O:20][CH2:21][CH2:22]5)=[CH:14][CH:15]=4)[NH:10][C:9]=3[C:4]([C:1]([NH2:2])=[O:3])=[N:5][CH:6]=2)[CH:28]=[CH:27][CH:26]=1, predict the reactants needed to synthesize it. The reactants are: [C:1]([C:4]1[C:9]2[NH:10][C:11]3[C:16]([C:8]=2[C:7]([C:23]2[C:24]([CH3:40])=[C:25]([NH:29]C(=O)OCC4C=CC=CC=4)[CH:26]=[CH:27][CH:28]=2)=[CH:6][N:5]=1)=[CH:15][CH:14]=[C:13]([N:17]1[CH2:22][CH2:21][O:20][CH2:19][CH2:18]1)[CH:12]=3)(=[O:3])[NH2:2]. (5) Given the product [Cl:1][C:2]1[CH:7]=[CH:6][C:5]([C:8]2[NH:34][N:33]=[C:10]([C:12]3[CH:17]=[CH:16][C:15]([CH:18]4[O:23][CH2:22][CH2:21][N:20]([C:24]([O:26][C:27]([CH3:30])([CH3:29])[CH3:28])=[O:25])[CH2:19]4)=[CH:14][CH:13]=3)[CH:9]=2)=[CH:4][CH:3]=1, predict the reactants needed to synthesize it. The reactants are: [Cl:1][C:2]1[CH:7]=[CH:6][C:5]([C:8](=O)[CH2:9][C:10]([C:12]2[CH:17]=[CH:16][C:15]([CH:18]3[O:23][CH2:22][CH2:21][N:20]([C:24]([O:26][C:27]([CH3:30])([CH3:29])[CH3:28])=[O:25])[CH2:19]3)=[CH:14][CH:13]=2)=O)=[CH:4][CH:3]=1.O.[NH2:33][NH2:34]. (6) Given the product [Br:16][C:4]1[CH:5]=[C:6]([C:8]([O:10][CH3:11])=[O:9])[O:7][C:3]=1[CH2:1][CH3:2], predict the reactants needed to synthesize it. The reactants are: [CH2:1]([C:3]1[O:7][C:6]([C:8]([O:10][CH3:11])=[O:9])=[CH:5][CH:4]=1)[CH3:2].[Cl-].[Cl-].[Cl-].[Al+3].[Br:16]Br.